This data is from Drug-target binding data from BindingDB using IC50 measurements. The task is: Regression. Given a target protein amino acid sequence and a drug SMILES string, predict the binding affinity score between them. We predict pIC50 (pIC50 = -log10(IC50 in M); higher means more potent). Dataset: bindingdb_ic50. (1) The target protein (P00807) has sequence MKKLIFLIVIALVLSACNSNSSHAKELNDLEKKYNAHIGVYALDTKSGKEVKFNSDKRFAYASTSKAINSAILLEQVPYNKLNKKVHINKDDIVAYSPILEKYVGKDITLKALIEASMTYSDNTANNKIIKEIGGIKKVKQRLKELGDKVTNPVRYEIELNYYSPKSKKDTSTPAAFGKTLNKLIANGKLSKENKKFLLDLMLNNKSGDTLIKDGVPKDYKVADKSGQAITYASRNDVAFVYPKGQSEPIVLVIFTNKDNKSDKPNDKLISETAKSVMKEF. The drug is C[C@]1(Cn2ccnn2)[C@H](C(=O)O[Na])N2C(=O)C[C@H]2S1(=O)=O. The pIC50 is 5.6. (2) The drug is C=C[C@@H]1C[C@]1(NC(=O)[C@@H]1C[C@@]2(CN1C(=O)[C@@H](NC(=O)[C@@H](NC(=O)[C@@H]1CCCN1CC)C1(C)CCOCC1)C1(C)CCCCC1)C(C)(C)C21CCC1)C(=O)NS(=O)(=O)N(CC)CC. The target protein sequence is APITAYAQQTRGLLGTIVTSLTGRDKNVVTGEVQVLSTTTQTFLGTTVGGVMWTVYHGAGSRTLAGAKHPALQMYTNVDQDLVGWPAPPGAKSLELCTCGSADLYLVTRDADVIPARRRGDSTASLLSPRPLACLKGSSGGPVMCPSGHVAGIFRAAVCTRGVAKALQFIPVETLSTQARSPSFSDNSTPPAVPQSYQVGYLHAPTGSGKSTKVPAAYVAQGYNVLVLNPSVAATLGFGSYMSRAHGIDPNIRTGNRTVTTGAKLTYSTYGKFLADGGCSGGAYDVIICDECHAQDATSILGIGTVLDQAETAGVRLTVLATATPPGSITVPHSNIEEVALGSEGGIPFYGKAIPIAQLEGGRHLIFCHSRKKCDELASKLRGMGLNAVAYYRGLDVSVIPTVGDVVVCATDALMTGFTGDFDSVIDCNVAVEQYVDFSLDPTFSIETRTAPQDAVSRSQRRGRTGRGRPSTYRYVTPGERPSGMFDSVVLCECYDAGCS.... The pIC50 is 9.0. (3) The compound is O=C(O)c1ccc2nc3ccc(O)cc3c(=O)n2c1. The target protein (P08289) has sequence MILPFLVLAIGTCLTNSFVPEKEKDPSYWRQQAQETLKNALKLQKLNTNVAKNIIMFLGDGMGVSTVTAARILKGQLHHNTGEETRLEMDKFPFVALSKTYNTNAQVPDSAGTATAYLCGVKANEGTVGVSAATERTRCNTTQGNEVTSILRWAKDAGKSVGIVTTTRVNHATPSAAYAHSADRDWYSDNEMPPEALSQGCKDIAYQLMHNIKDIDVIMGGGRKYMYPKNRTDVEYELDEKARGTRLDGLDLISIWKSFKPRHKHSHYVWNRTELLALDPSRVDYLLGLFEPGDMQYELNRNNLTDPSLSEMVEVALRILTKNPKGFFLLVEGGRIDHGHHEGKAKQALHEAVEMDEAIGKAGTMTSQKDTLTVVTADHSHVFTFGGYTPRGNSIFGLAPMVSDTDKKPFTAILYGNGPGYKVVDGERENVSMVDYAHNNYQAQSAVPLRHETHGGEDVAVFAKGPMAHLLHGVHEQNYIPHVMAYASCIGANLDHCAWA.... The pIC50 is 3.5. (4) The drug is CNCc1ccc(-c2[nH]c3cc(F)cc4c3c2CCNC4=O)cc1. The target protein (O95479) has sequence MWNMLIVAMCLALLGCLQAQELQGHVSIILLGATGDLAKKYLWQGLFQLYLDEAGRGHSFSFHGAALTAPKQGQELMAKALESLSCPKDMAPSHCAEHKDQFLQLSQYRQLKTAEDYQALNKDIEAQLQHAGLREAGRIFYFSVPPFAYEDIARNINSSCRPGPGAWLRVVLEKPFGHDHFSAQQLATELGTFFQEEEMYRVDHYLGKQAVAQILPFRDQNRKALDGLWNRHHVERVEIIMKETVDAEGRTSFYEEYGVIRDVLQNHLTEVLTLVAMELPHNVSSAEAVLRHKLQVFQALRGLQRGSAVVGQYQSYSEQVRRELQKPDSFHSLTPTFAAVLVHIDNLRWEGVPFILMSGKALDERVGYARILFKNQACCVQSEKHWAAAQSQCLPRQLVFHIGHGDLGSPAVLVSRNLFRPSLPSSWKEMEGPPGLRLFGSPLSDYYAYSPVRERDAHSVLLSHIFHGRKNFFITTENLLASWNFWTPLLESLAHKAPRL.... The pIC50 is 4.7.